From a dataset of Forward reaction prediction with 1.9M reactions from USPTO patents (1976-2016). Predict the product of the given reaction. (1) Given the reactants [NH:1]1[C:5]([C:6]([O-:8])=O)=[N:4][N:3]=[N:2]1.[K+].[CH2:10]([NH:12][NH:13][C:14]([O:16][C:17]([CH3:20])([CH3:19])[CH3:18])=[O:15])[CH3:11].C1C=CC2N(O)N=NC=2C=1.CCN=C=NCCCN(C)C, predict the reaction product. The product is: [CH2:10]([N:12]([C:6]([C:5]1[NH:4][N:3]=[N:2][N:1]=1)=[O:8])[NH:13][C:14]([O:16][C:17]([CH3:18])([CH3:20])[CH3:19])=[O:15])[CH3:11]. (2) Given the reactants [CH3:1][C:2]1[O:6][N:5]=[C:4]([C:7]2[CH:12]=[CH:11][N:10]=[CH:9][N:8]=2)[C:3]=1[CH2:13][O:14][C:15]1[CH:23]=[CH:22][C:18]([C:19]([OH:21])=O)=[CH:17][N:16]=1.[CH:24]1([NH2:27])[CH2:26][CH2:25]1, predict the reaction product. The product is: [CH:24]1([NH:27][C:19](=[O:21])[C:18]2[CH:22]=[CH:23][C:15]([O:14][CH2:13][C:3]3[C:4]([C:7]4[CH:12]=[CH:11][N:10]=[CH:9][N:8]=4)=[N:5][O:6][C:2]=3[CH3:1])=[N:16][CH:17]=2)[CH2:26][CH2:25]1. (3) The product is: [S:1]1[C:5]2[CH2:6][CH2:7][CH2:8][C:9](=[N:12][OH:13])[C:4]=2[CH:3]=[CH:2]1. Given the reactants [S:1]1[C:5]2[CH2:6][CH2:7][CH2:8][C:9](=O)[C:4]=2[CH:3]=[CH:2]1.Cl.[NH2:12][OH:13], predict the reaction product. (4) Given the reactants Br[C:2]1[NH:3][C:4]2[C:9]([CH:10]=1)=[CH:8][C:7]([C:11]1[N:12]([CH3:22])[N:13]=[C:14]([C:16]3[CH:21]=[CH:20][CH:19]=[CH:18][N:17]=3)[CH:15]=1)=[CH:6][CH:5]=2.[Cl:23][C:24]1[CH:29]=[CH:28][C:27]([F:30])=[CH:26][C:25]=1B(O)O.C([O-])([O-])=O.[K+].[K+], predict the reaction product. The product is: [Cl:23][C:24]1[CH:29]=[CH:28][C:27]([F:30])=[CH:26][C:25]=1[C:2]1[NH:3][C:4]2[C:9]([CH:10]=1)=[CH:8][C:7]([C:11]1[N:12]([CH3:22])[N:13]=[C:14]([C:16]3[CH:21]=[CH:20][CH:19]=[CH:18][N:17]=3)[CH:15]=1)=[CH:6][CH:5]=2. (5) Given the reactants C([N:20]1[CH:24]=[C:23]([C:25]2[S:29][C:28]([O:30][C@@H:31]3[CH:38]4[CH2:39][N:34]5[CH2:35][CH:36]([CH2:40][CH:32]3[CH2:33]5)[CH2:37]4)=[N:27][N:26]=2)[CH:22]=[N:21]1)(C1C=CC=CC=1)(C1C=CC=CC=1)C1C=CC=CC=1.[C:41]1([CH3:51])[CH:46]=[CH:45][C:44]([S:47]([OH:50])(=[O:49])=[O:48])=[CH:43][CH:42]=1.[C:52]1([CH3:62])[CH:57]=[CH:56][C:55]([S:58]([OH:61])(=[O:60])=[O:59])=[CH:54][CH:53]=1.N1C=C(C2SC(O[C@@H]3C4CN5CC(CC3C5)C4)=NC=2)C=N1.N, predict the reaction product. The product is: [C:41]1([CH3:51])[CH:42]=[CH:43][C:44]([S:47]([OH:50])(=[O:48])=[O:49])=[CH:45][CH:46]=1.[C:52]1([CH3:62])[CH:53]=[CH:54][C:55]([S:58]([OH:61])(=[O:59])=[O:60])=[CH:56][CH:57]=1.[NH:21]1[CH:22]=[C:23]([C:25]2[S:29][C:28]([O:30][C@@H:31]3[CH:32]4[CH2:33][N:34]5[CH2:35][CH:36]([CH2:37][CH:38]3[CH2:39]5)[CH2:40]4)=[N:27][N:26]=2)[CH:24]=[N:20]1.